Dataset: Catalyst prediction with 721,799 reactions and 888 catalyst types from USPTO. Task: Predict which catalyst facilitates the given reaction. (1) Reactant: [I:1][C:2]1[C:10]2[C:5](=[N:6][CH:7]=[C:8]([C:11]3[CH:12]=[C:13]([NH:17][C:18](=[O:24])[O:19][C:20]([CH3:23])([CH3:22])[CH3:21])[CH:14]=[CH:15][CH:16]=3)[CH:9]=2)[NH:4][CH:3]=1.[H-].[Na+].[C:27]1([CH3:37])[CH:32]=[CH:31][C:30]([S:33](Cl)(=[O:35])=[O:34])=[CH:29][CH:28]=1. Product: [I:1][C:2]1[C:10]2[C:5](=[N:6][CH:7]=[C:8]([C:11]3[CH:12]=[C:13]([NH:17][C:18](=[O:24])[O:19][C:20]([CH3:21])([CH3:23])[CH3:22])[CH:14]=[CH:15][CH:16]=3)[CH:9]=2)[N:4]([S:33]([C:30]2[CH:31]=[CH:32][C:27]([CH3:37])=[CH:28][CH:29]=2)(=[O:35])=[O:34])[CH:3]=1. The catalyst class is: 7. (2) Reactant: [F:1][C:2]1[CH:17]=[CH:16][CH:15]=[C:14]([F:18])[C:3]=1[CH2:4][O:5][C@@H:6]([CH:11]([CH3:13])[CH3:12])[C:7](OC)=[O:8]. Product: [F:1][C:2]1[CH:17]=[CH:16][CH:15]=[C:14]([F:18])[C:3]=1[CH2:4][O:5][C@@H:6]([CH:11]([CH3:13])[CH3:12])[CH:7]=[O:8]. The catalyst class is: 2. (3) Reactant: C([O:3][C:4]([C:6]1[NH:7][C:8]2[C:13]([CH:14]=1)=[CH:12][C:11]([O:15][CH2:16][C:17]1[CH:22]=[CH:21][CH:20]=[CH:19][CH:18]=1)=[C:10]([N:23]1[CH2:27][C:26](=[O:28])[NH:25][S:24]1(=[O:30])=[O:29])[CH:9]=2)=[O:5])C.[OH-].[K+]. Product: [CH2:16]([O:15][C:11]1[CH:12]=[C:13]2[C:8](=[CH:9][C:10]=1[N:23]1[CH2:27][C:26](=[O:28])[NH:25][S:24]1(=[O:30])=[O:29])[NH:7][C:6]([C:4]([OH:5])=[O:3])=[CH:14]2)[C:17]1[CH:18]=[CH:19][CH:20]=[CH:21][CH:22]=1. The catalyst class is: 6. (4) Reactant: [CH3:1][C:2]1[C:10]2[C:9]([C:11]([OH:13])=O)=[CH:8][C:7]([CH3:14])=[N:6][C:5]=2[N:4]([C:15]2[CH:20]=[CH:19][CH:18]=[CH:17][CH:16]=2)[N:3]=1.[NH2:21][C:22]1[CH:23]=[N:24][CH:25]=[CH:26][C:27]=1[CH3:28].CN1CCOCC1.CCN=C=NCCCN(C)C.Cl.C1C=CC2N(O)N=NC=2C=1. Product: [CH3:28][C:27]1[CH:26]=[CH:25][N:24]=[CH:23][C:22]=1[NH:21][C:11]([C:9]1[C:10]2[C:2]([CH3:1])=[N:3][N:4]([C:15]3[CH:16]=[CH:17][CH:18]=[CH:19][CH:20]=3)[C:5]=2[N:6]=[C:7]([CH3:14])[CH:8]=1)=[O:13]. The catalyst class is: 31. (5) Reactant: [CH:1]1[C:13]2[CH:12]([N:14]=[C:15]=[O:16])[C:11]3[C:6](=[CH:7][CH:8]=[CH:9][CH:10]=3)[C:5]=2[CH:4]=[CH:3][CH:2]=1.[CH3:17][C:18]1[N:23]=[C:22]([C:24]2[CH:29]=[CH:28][CH:27]=[CH:26][CH:25]=2)[C:21]([NH2:30])=[CH:20][CH:19]=1.CCN(C(C)C)C(C)C. Product: [CH:1]1[C:13]2[CH:12]([NH:14][C:15]([NH:30][C:21]3[C:22]([C:24]4[CH:25]=[CH:26][CH:27]=[CH:28][CH:29]=4)=[N:23][C:18]([CH3:17])=[CH:19][CH:20]=3)=[O:16])[C:11]3[C:6](=[CH:7][CH:8]=[CH:9][CH:10]=3)[C:5]=2[CH:4]=[CH:3][CH:2]=1. The catalyst class is: 2. (6) Reactant: C([S:8][CH2:9][C@H:10]([NH:20][C:21]([N:23]([CH2:32][CH2:33][S:34]CC1C=CC=CC=1)[CH2:24][CH2:25][C:26]1[CH:31]=[CH:30][CH:29]=[CH:28][CH:27]=1)=[O:22])[C:11]([N:13]1[CH2:18][CH2:17][N:16]([CH3:19])[CH2:15][CH2:14]1)=[O:12])C1C=CC=CC=1.N.C(=O)=O.CO.[Na].[Cl-].[NH4+]. Product: [SH:8][CH2:9][C@H:10]([NH:20][C:21]([N:23]([CH2:32][CH2:33][SH:34])[CH2:24][CH2:25][C:26]1[CH:31]=[CH:30][CH:29]=[CH:28][CH:27]=1)=[O:22])[C:11]([N:13]1[CH2:14][CH2:15][N:16]([CH3:19])[CH2:17][CH2:18]1)=[O:12]. The catalyst class is: 7. (7) Reactant: N.CC([O-:6])(C)C.[K+].[CH2:8]([O:10][C:11]1[CH:16]=[CH:15][N:14]=[CH:13][C:12]=1[N+:17]([O-:19])=[O:18])[CH3:9].C(OO)(C)(C)C.C(OO)(C)(C)C.C1COCC1. Product: [CH2:8]([O:10][C:11]1[C:12]([N+:17]([O-:19])=[O:18])=[CH:13][N:14]=[C:15]([OH:6])[CH:16]=1)[CH3:9]. The catalyst class is: 1.